The task is: Predict the product of the given reaction.. This data is from Forward reaction prediction with 1.9M reactions from USPTO patents (1976-2016). (1) Given the reactants [Cl:1][C:2]1[CH:7]=[CH:6][CH:5]=[CH:4][C:3]=1[S:8](Cl)(=[O:10])=[O:9].[CH3:12][NH2:13], predict the reaction product. The product is: [Cl:1][C:2]1[CH:7]=[CH:6][CH:5]=[CH:4][C:3]=1[S:8]([NH:13][CH3:12])(=[O:10])=[O:9]. (2) Given the reactants [F:1][C:2]([F:27])([F:26])[CH2:3][NH:4][C:5]([C:7]1([CH2:21][CH2:22][CH2:23][CH2:24]Br)[C:20]2[CH:19]=[CH:18][CH:17]=[CH:16][C:15]=2[O:14][C:13]2[C:8]1=[CH:9][CH:10]=[CH:11][CH:12]=2)=[O:6].[CH3:28][C@@H:29]1[NH:34][CH2:33][CH2:32][N:31]([C:35]2[CH:44]=[CH:43][C:42]3[C:37](=[CH:38][CH:39]=[CH:40][CH:41]=3)[N:36]=2)[CH2:30]1, predict the reaction product. The product is: [F:1][C:2]([F:27])([F:26])[CH2:3][NH:4][C:5]([C:7]1([CH2:21][CH2:22][CH2:23][CH2:24][N:34]2[CH2:33][CH2:32][N:31]([C:35]3[CH:44]=[CH:43][C:42]4[C:37](=[CH:38][CH:39]=[CH:40][CH:41]=4)[N:36]=3)[CH2:30][C@@H:29]2[CH3:28])[C:20]2[CH:19]=[CH:18][CH:17]=[CH:16][C:15]=2[O:14][C:13]2[C:8]1=[CH:9][CH:10]=[CH:11][CH:12]=2)=[O:6]. (3) Given the reactants [N+:1]([C:4]1[CH:9]=[CH:8][C:7]([C:10]2[N:15]=[C:14]3[N:16]([CH2:19][C:20]([F:23])([F:22])[F:21])[N:17]=[CH:18][C:13]3=[C:12]([N:24]3[CH2:29][C@H:28]4[CH2:30][C@@H:25]3[CH2:26][O:27]4)[N:11]=2)=[CH:6][CH:5]=1)([O-])=O, predict the reaction product. The product is: [C@@H:28]12[CH2:30][C@@H:25]([N:24]([C:12]3[N:11]=[C:10]([C:7]4[CH:6]=[CH:5][C:4]([NH2:1])=[CH:9][CH:8]=4)[N:15]=[C:14]4[N:16]([CH2:19][C:20]([F:22])([F:23])[F:21])[N:17]=[CH:18][C:13]=34)[CH2:29]1)[CH2:26][O:27]2. (4) Given the reactants [NH2:1][C:2]1[CH:7]=[CH:6][C:5]([CH2:8][C:9]#[N:10])=[CH:4][C:3]=1[C:11]1[CH2:16][CH2:15][C:14]([CH3:18])([CH3:17])[CH2:13][CH:12]=1.[N:19]([Sn:22]([CH3:25])([CH3:24])[CH3:23])=[N+:20]=[N-:21], predict the reaction product. The product is: [CH3:17][C:14]1([CH3:18])[CH2:15][CH2:16][C:11]([C:3]2[CH:4]=[C:5]([CH2:8][C:9]3[N:19]([Sn:22]([CH3:25])([CH3:24])[CH3:23])[N:20]=[N:21][N:10]=3)[CH:6]=[CH:7][C:2]=2[NH2:1])=[CH:12][CH2:13]1. (5) Given the reactants [O:1]([CH2:8][CH2:9][N:10]1[C:18]2[C:13](=[CH:14][CH:15]=[C:16]([C:19]([OH:21])=O)[CH:17]=2)[CH:12]=[CH:11]1)[C:2]1[CH:7]=[CH:6][CH:5]=[CH:4][CH:3]=1.CN(C([O:29][N:30]1N=NC2C=CC=NC1=2)=[N+](C)C)C.F[P-](F)(F)(F)(F)F.NO, predict the reaction product. The product is: [OH:29][NH:30][C:19]([C:16]1[CH:17]=[C:18]2[C:13]([CH:12]=[CH:11][N:10]2[CH2:9][CH2:8][O:1][C:2]2[CH:7]=[CH:6][CH:5]=[CH:4][CH:3]=2)=[CH:14][CH:15]=1)=[O:21]. (6) Given the reactants BrCCCCCCCCCC[O:12]C1C=CC(C(O)=O)=CC=1.C1(C=CC=C(O)C=1)O.[CH2:30]([O:42][C:43]1[CH:59]=[CH:58][C:46]([C:47]([O:49][C:50]2[CH:55]=[CH:54][C:53]([CH:56]=[O:57])=[CH:52][CH:51]=2)=[O:48])=[CH:45][CH:44]=1)[CH2:31][CH2:32][CH2:33][CH2:34][CH2:35][CH2:36][CH2:37][CH2:38][CH2:39][CH2:40][CH3:41].[O-]Cl=O.[Na+], predict the reaction product. The product is: [CH2:30]([O:42][C:43]1[CH:44]=[CH:45][C:46]([C:47]([O:49][C:50]2[CH:55]=[CH:54][C:53]([C:56]([OH:12])=[O:57])=[CH:52][CH:51]=2)=[O:48])=[CH:58][CH:59]=1)[CH2:31][CH2:32][CH2:33][CH2:34][CH2:35][CH2:36][CH2:37][CH2:38][CH2:39][CH2:40][CH3:41].